This data is from Catalyst prediction with 721,799 reactions and 888 catalyst types from USPTO. The task is: Predict which catalyst facilitates the given reaction. (1) Reactant: IC.CN([CH:6]=[O:7])C.[Br:8][C:9]1[CH:10]=[C:11]([CH2:14]O)[O:12][CH:13]=1.[H-].[Na+]. Product: [Br:8][C:9]1[CH:10]=[C:11]([CH2:14][O:7][CH3:6])[O:12][CH:13]=1. The catalyst class is: 69. (2) Reactant: O.O.[C:3]([OH:8])(=[O:7])[C:4]([OH:6])=[O:5].[CH3:9][N:10]1[C:14]([C@@H:15]([C:21]2[CH:26]=[CH:25][CH:24]=[CH:23][CH:22]=2)[O:16][CH2:17][CH2:18][NH:19][CH3:20])=[CH:13][CH:12]=[N:11]1. Product: [C:3]([OH:8])(=[O:7])[C:4]([OH:6])=[O:5].[CH3:9][N:10]1[C:14]([C@@H:15]([C:21]2[CH:26]=[CH:25][CH:24]=[CH:23][CH:22]=2)[O:16][CH2:17][CH2:18][NH:19][CH3:20])=[CH:13][CH:12]=[N:11]1. The catalyst class is: 8. (3) Reactant: [CH3:1][C:2]1([CH3:16])[CH2:10][C:9]2[NH:8][N:7]=[C:6]([C:11]([F:14])([F:13])[F:12])[C:5]=2[C:4](=[O:15])[CH2:3]1.Br[C:18]1[CH:25]=[C:24]([NH:26][C@H:27]2[CH2:32][CH2:31][CH2:30][CH2:29][C@@H:28]2[OH:33])[C:21]([C:22]#[N:23])=[C:20]([F:34])[CH:19]=1.C(=O)([O-])[O-].[K+].[K+].CNCCNC. Product: [CH3:1][C:2]1([CH3:16])[CH2:10][C:9]2[N:8]([C:18]3[CH:25]=[C:24]([NH:26][C@H:27]4[CH2:32][CH2:31][CH2:30][CH2:29][C@@H:28]4[OH:33])[C:21]([C:22]#[N:23])=[C:20]([F:34])[CH:19]=3)[N:7]=[C:6]([C:11]([F:14])([F:13])[F:12])[C:5]=2[C:4](=[O:15])[CH2:3]1. The catalyst class is: 185.